Dataset: Reaction yield outcomes from USPTO patents with 853,638 reactions. Task: Predict the reaction yield, written as a fraction of the theoretical maximum amount of product (1.0 means a 100% yield; for example, 0.34 means a 34% yield). (1) The reactants are [CH2:1]([N:5]1[C:10](=[O:11])[C:9]([C:12]2[NH:13][S:14](=[O:24])(=[O:23])[C:15]3[CH:21]=[C:20]([OH:22])[CH:19]=[CH:18][C:16]=3[N:17]=2)=[C:8]([OH:25])[C:7]([CH:26]([CH3:28])[CH3:27])=[N:6]1)[CH2:2][CH2:3][CH3:4].Br[CH2:30][C:31]([NH2:33])=[O:32].C([O-])([O-])=O.[K+].[K+]. The catalyst is CN(C=O)C. The product is [CH2:1]([N:5]1[C:10](=[O:11])[C:9]([C:12]2[NH:13][S:14](=[O:24])(=[O:23])[C:15]3[CH:21]=[C:20]([O:22][CH2:30][C:31]([NH2:33])=[O:32])[CH:19]=[CH:18][C:16]=3[N:17]=2)=[C:8]([OH:25])[C:7]([CH:26]([CH3:27])[CH3:28])=[N:6]1)[CH2:2][CH2:3][CH3:4]. The yield is 0.492. (2) The product is [Br:27][C:28]1[CH:29]=[CH:30][C:31]([C:34]([NH:1][C:2]2[CH:24]=[C:23]3[C:5]([CH2:6][C:7]([CH3:26])([CH3:25])[CH2:8][C:9]43[CH2:14][CH2:13][S:12][C:11]([NH:15][C:16](=[O:22])[O:17][C:18]([CH3:21])([CH3:19])[CH3:20])=[N:10]4)=[CH:4][CH:3]=2)=[O:35])=[N:32][CH:33]=1. The yield is 0.860. The reactants are [NH2:1][C:2]1[CH:24]=[C:23]2[C:5]([CH2:6][C:7]([CH3:26])([CH3:25])[CH2:8][C:9]32[CH2:14][CH2:13][S:12][C:11]([NH:15][C:16](=[O:22])[O:17][C:18]([CH3:21])([CH3:20])[CH3:19])=[N:10]3)=[CH:4][CH:3]=1.[Br:27][C:28]1[CH:29]=[CH:30][C:31]([C:34](O)=[O:35])=[N:32][CH:33]=1.[Cl-].COC1N=C(OC)N=C([N+]2(C)CCOCC2)N=1. The catalyst is CO. (3) The reactants are [CH3:1][O:2][CH2:3][C@@H:4]1[CH2:8][N:7]([C:9]([O:11][C:12]([CH3:15])([CH3:14])[CH3:13])=[O:10])[C@H:6]([C:16]([O:18]C)=[O:17])[CH2:5]1.[Li+].[OH-].Cl. The catalyst is C1COCC1.CO. The product is [C:12]([O:11][C:9]([N:7]1[CH2:8][C@@H:4]([CH2:3][O:2][CH3:1])[CH2:5][C@H:6]1[C:16]([OH:18])=[O:17])=[O:10])([CH3:15])([CH3:13])[CH3:14]. The yield is 0.990. (4) The reactants are [C:1]1([C:7]2[CH:8]=[N:9][N:10]([CH2:12][CH2:13][CH2:14][C:15]([O:17]CC)=[O:16])[CH:11]=2)[CH:6]=[CH:5][CH:4]=[CH:3][CH:2]=1.Cl. The catalyst is CO.[OH-].[Na+]. The product is [C:1]1([C:7]2[CH:8]=[N:9][N:10]([CH2:12][CH2:13][CH2:14][C:15]([OH:17])=[O:16])[CH:11]=2)[CH:2]=[CH:3][CH:4]=[CH:5][CH:6]=1. The yield is 0.780.